Dataset: Forward reaction prediction with 1.9M reactions from USPTO patents (1976-2016). Task: Predict the product of the given reaction. (1) Given the reactants C(OC([N:8]1[CH2:28][CH2:27][C:12]2=[C:13]([N:20]3[CH2:26][CH2:25][CH2:24][O:23][CH2:22][CH2:21]3)[N:14]3[C:18]([N:19]=[C:11]2[CH2:10][CH2:9]1)=[CH:17][CH:16]=[N:15]3)=O)(C)(C)C.[ClH:29], predict the reaction product. The product is: [O:23]1[CH2:24][CH2:25][CH2:26][N:20]([C:13]2[N:14]3[C:18]([N:19]=[C:11]4[CH2:10][CH2:9][NH:8][CH2:28][CH2:27][C:12]=24)=[CH:17][CH:16]=[N:15]3)[CH2:21][CH2:22]1.[ClH:29]. (2) Given the reactants [CH2:1]([N:8]([CH:12]1[CH2:14][CH2:13]1)[C:9]([Cl:11])=[O:10])[C:2]1[CH:7]=[CH:6][CH:5]=C[CH:3]=1.C1(NCC2CCC[O:22]C2)CC1.C(NCC1CC1)C1C=CC=CC=1, predict the reaction product. The product is: [CH:12]1([N:8]([CH2:1][CH:2]2[CH2:7][CH2:6][CH2:5][O:22][CH2:3]2)[C:9]([Cl:11])=[O:10])[CH2:14][CH2:13]1. (3) Given the reactants [Li+].C[Si]([N-][Si](C)(C)C)(C)C.[N:11]1[CH:16]=[CH:15][C:14]([CH3:17])=[CH:13][CH:12]=1.[Br:18][C:19]1[CH:20]=[C:21]([CH:26]=[CH:27][CH:28]=1)[C:22](OC)=[O:23], predict the reaction product. The product is: [Br:18][C:19]1[CH:20]=[C:21]([C:22](=[O:23])[CH2:17][C:14]2[CH:15]=[CH:16][N:11]=[CH:12][CH:13]=2)[CH:26]=[CH:27][CH:28]=1. (4) Given the reactants [NH2:1][C:2]1[CH:7]=[CH:6][CH:5]=[CH:4][CH:3]=1.F[C:9]1[CH:25]=[CH:24][C:12]([C:13]([NH:15][C:16]2[CH:21]=[CH:20][CH:19]=[C:18]([O:22][CH3:23])[CH:17]=2)=[O:14])=[CH:11][C:10]=1[N+:26]([O-:28])=[O:27], predict the reaction product. The product is: [CH3:23][O:22][C:18]1[CH:17]=[C:16]([NH:15][C:13](=[O:14])[C:12]2[CH:24]=[CH:25][C:9]([NH:1][C:2]3[CH:7]=[CH:6][CH:5]=[CH:4][CH:3]=3)=[C:10]([N+:26]([O-:28])=[O:27])[CH:11]=2)[CH:21]=[CH:20][CH:19]=1. (5) Given the reactants [Cl:1][C:2]1[N:3]=[C:4](Cl)[C:5]2[CH:10]=[CH:9][N:8]([S:11]([C:14]3[CH:19]=[CH:18][C:17]([CH3:20])=[CH:16][CH:15]=3)(=[O:13])=[O:12])[C:6]=2[N:7]=1.[NH2:22][C:23]1[CH:31]=[C:30]([F:32])[CH:29]=[C:28]([F:33])[C:24]=1[C:25]([OH:27])=[O:26].CCN(C(C)C)C(C)C, predict the reaction product. The product is: [Cl:1][C:2]1[N:3]=[C:4]([NH:22][C:23]2[CH:31]=[C:30]([F:32])[CH:29]=[C:28]([F:33])[C:24]=2[C:25]([OH:27])=[O:26])[C:5]2[CH:10]=[CH:9][N:8]([S:11]([C:14]3[CH:19]=[CH:18][C:17]([CH3:20])=[CH:16][CH:15]=3)(=[O:13])=[O:12])[C:6]=2[N:7]=1. (6) Given the reactants [CH:1]1([CH:4]([C:13]2[CH:18]=[CH:17][CH:16]=[CH:15][CH:14]=2)[CH2:5][C:6]2[CH:11]=[CH:10][N:9]=[C:8]([NH2:12])[CH:7]=2)[CH2:3][CH2:2]1.[C:19]([N:27]=C=O)(=[O:26])C1C=CC=CC=1.C(O)C.C(=O)([O-])[O-].[K+].[K+], predict the reaction product. The product is: [CH:1]1([CH:4]([C:13]2[CH:18]=[CH:17][CH:16]=[CH:15][CH:14]=2)[CH2:5][C:6]2[CH:11]=[CH:10][N:9]=[C:8]([NH:12][C:19]([NH2:27])=[O:26])[CH:7]=2)[CH2:3][CH2:2]1. (7) Given the reactants [NH2:1][C:2]1[CH:7]=[CH:6][C:5]([OH:8])=[CH:4][CH:3]=1.C[Si]([C:13]#[N:14])(C)C.C[Si](OS(C(F)(F)F)(=O)=O)(C)C.[CH3:27][C:28]([CH3:30])=O, predict the reaction product. The product is: [OH:8][C:5]1[CH:6]=[CH:7][C:2]([NH:1][C:28]([CH3:30])([CH3:27])[C:13]#[N:14])=[CH:3][CH:4]=1. (8) Given the reactants [N:1]1([CH2:7][CH2:8][O:9][C:10]2[CH:15]=[CH:14][C:13]([CH:16]3[CH2:21][CH2:20][N:19]([C:22]4[CH2:23][CH2:24][C:25]5[N:26]([C:28]([C:31]([F:34])([F:33])[F:32])=[N:29][N:30]=5)[N:27]=4)[CH2:18][CH2:17]3)=[CH:12][CH:11]=2)[CH2:6][CH2:5][NH:4][CH2:3][CH2:2]1.[C:35](O)(=[O:40])[CH2:36][CH2:37][CH2:38][CH3:39], predict the reaction product. The product is: [C:35]([N:4]1[CH2:3][CH2:2][N:1]([CH2:7][CH2:8][O:9][C:10]2[CH:15]=[CH:14][C:13]([CH:16]3[CH2:21][CH2:20][N:19]([C:22]4[CH2:23][CH2:24][C:25]5[N:26]([C:28]([C:31]([F:33])([F:34])[F:32])=[N:29][N:30]=5)[N:27]=4)[CH2:18][CH2:17]3)=[CH:12][CH:11]=2)[CH2:6][CH2:5]1)(=[O:40])[CH2:36][CH2:37][CH2:38][CH3:39]. (9) Given the reactants [F:1][CH:2]([F:36])[CH2:3][N:4]([C:21]1[CH:22]=[N:23][CH:24]=[CH:25][C:26]=1[C:27]1[CH:32]=[CH:31][C:30](F)=[CH:29][C:28]=1OC)C(=O)C1C=C(C(F)(F)F)N=C(C(F)(F)F)C=1.[CH3:37]C1C=CC=CC=1B(O)O, predict the reaction product. The product is: [F:36][CH:2]([F:1])[CH2:3][NH:4][C:21]1[CH:22]=[N:23][CH:24]=[CH:25][C:26]=1[C:27]1[CH:32]=[CH:31][CH:30]=[CH:29][C:28]=1[CH3:37]. (10) Given the reactants BrC1C=CC(Br)=CC=1.C([Li])CCC.[C:14]1([C:20]2[CH:29]=[CH:28][CH:27]=[CH:26][C:21]=2[C:22](OC)=O)[CH:19]=[CH:18][CH:17]=[CH:16][CH:15]=1.CCOCC, predict the reaction product. The product is: [CH:18]1[C:19]2[CH2:22][C:21]3[C:20](=[CH:29][CH:28]=[CH:27][CH:26]=3)[C:14]=2[CH:15]=[CH:16][CH:17]=1.